Dataset: Forward reaction prediction with 1.9M reactions from USPTO patents (1976-2016). Task: Predict the product of the given reaction. (1) Given the reactants C[O:2][C:3](=[O:28])[C:4]1[CH:9]=[CH:8][C:7]([C:10]2[C:15]([C:16]#[C:17][C:18]3[CH:19]=[N:20][C:21]([NH2:24])=[CH:22][CH:23]=3)=[C:14]([CH2:25][CH3:26])[N:13]=[CH:12][N:11]=2)=[CH:6][C:5]=1[F:27].[Li+].[OH-], predict the reaction product. The product is: [NH2:24][C:21]1[N:20]=[CH:19][C:18]([C:17]#[C:16][C:15]2[C:10]([C:7]3[CH:8]=[CH:9][C:4]([C:3]([OH:28])=[O:2])=[C:5]([F:27])[CH:6]=3)=[N:11][CH:12]=[N:13][C:14]=2[CH2:25][CH3:26])=[CH:23][CH:22]=1. (2) The product is: [ClH:39].[ClH:45].[C:3]([NH:6][C:7]([NH:9][CH2:10][C:11]1[CH:12]=[C:13]([C:17]2[CH:18]=[N:19][C:20]([N:23]3[CH2:24][CH2:25][N:26]([C:29]4[CH:38]=[CH:37][C:32]([C:33]([OH:35])=[O:34])=[CH:31][C:30]=4[Cl:39])[CH2:27][CH2:28]3)=[N:21][CH:22]=2)[CH:14]=[CH:15][CH:16]=1)=[O:8])(=[NH:4])[NH2:5]. Given the reactants [OH-].[Na+].[C:3]([NH:6][C:7]([NH:9][CH2:10][C:11]1[CH:12]=[C:13]([C:17]2[CH:18]=[N:19][C:20]([N:23]3[CH2:28][CH2:27][N:26]([C:29]4[CH:38]=[CH:37][C:32]([C:33]([O:35]C)=[O:34])=[CH:31][C:30]=4[Cl:39])[CH2:25][CH2:24]3)=[N:21][CH:22]=2)[CH:14]=[CH:15][CH:16]=1)=[O:8])(=[NH:5])[NH2:4].C1COCC1.[ClH:45], predict the reaction product.